The task is: Regression. Given a peptide amino acid sequence and an MHC pseudo amino acid sequence, predict their binding affinity value. This is MHC class I binding data.. This data is from Peptide-MHC class I binding affinity with 185,985 pairs from IEDB/IMGT. (1) The peptide sequence is WCSQTDYQY. The binding affinity (normalized) is 0. The MHC is HLA-A24:02 with pseudo-sequence HLA-A24:02. (2) The peptide sequence is SLRAEDTAV. The MHC is HLA-A02:02 with pseudo-sequence HLA-A02:02. The binding affinity (normalized) is 0.590. (3) The peptide sequence is HYLHTLWKAGI. The MHC is Patr-A0901 with pseudo-sequence Patr-A0901. The binding affinity (normalized) is 0.607. (4) The peptide sequence is FAHELEMLC. The MHC is HLA-B58:01 with pseudo-sequence HLA-B58:01. The binding affinity (normalized) is 0.0847. (5) The peptide sequence is PSILPSLIK. The MHC is HLA-A03:01 with pseudo-sequence HLA-A03:01. The binding affinity (normalized) is 0.305. (6) The peptide sequence is TEVMPVSMA. The MHC is HLA-B18:01 with pseudo-sequence HLA-B18:01. The binding affinity (normalized) is 0.139.